Dataset: Reaction yield outcomes from USPTO patents with 853,638 reactions. Task: Predict the reaction yield, written as a fraction of the theoretical maximum amount of product (1.0 means a 100% yield; for example, 0.34 means a 34% yield). (1) The reactants are C(O)(C(F)(F)F)=O.C([SiH](CC)CC)C.[CH2:15]([S:22][CH2:23][C@@H:24]1[CH2:28][C@@H:27]([S:29]CC2C=CC(OC)=CC=2)[CH2:26][N:25]1[S:39]([CH3:42])(=[O:41])=[O:40])[C:16]1[CH:21]=[CH:20][CH:19]=[CH:18][CH:17]=1.C([SiH](CC)CC)C. The catalyst is C(O)(C(F)(F)F)=O. The product is [CH2:15]([S:22][CH2:23][C@H:24]1[N:25]([S:39]([CH3:42])(=[O:41])=[O:40])[CH2:26][C@H:27]([SH:29])[CH2:28]1)[C:16]1[CH:17]=[CH:18][CH:19]=[CH:20][CH:21]=1. The yield is 0.210. (2) The reactants are [NH2:1][C:2]1[N:7]=[C:6](Cl)[C:5]([NH2:9])=[C:4]([Cl:10])[N:3]=1.[NH2:11][CH:12]1[CH2:17][CH2:16][O:15][CH2:14][CH2:13]1.C(=O)(O)[O-].[Na+]. The catalyst is C(O)CCC. The product is [Cl:10][C:4]1[N:3]=[C:2]([NH2:1])[N:7]=[C:6]([NH:11][CH:12]2[CH2:17][CH2:16][O:15][CH2:14][CH2:13]2)[C:5]=1[NH2:9]. The yield is 0.870. (3) The reactants are [F:1][C:2]1[CH:3]=[C:4]([OH:9])[CH:5]=[CH:6][C:7]=1[Cl:8].[I-:10].[Na+].[OH-].[Na+].Cl[O-].[Na+]. The catalyst is CO. The product is [Cl:8][C:7]1[C:2]([F:1])=[CH:3][C:4]([OH:9])=[C:5]([I:10])[CH:6]=1. The yield is 0.640. (4) The reactants are [I:1][C:2]1[CH:7]=[CH:6][C:5]([O:8][CH3:9])=[CH:4][C:3]=1[O:10][CH2:11][O:12][CH3:13].[Br:14]N1C(=O)CCC1=O. The catalyst is CC#N.C(C1C=C(O)C=C(C(C)(C)C)C=1C)(C)(C)C. The product is [I:1][C:2]1[CH:7]=[C:6]([Br:14])[C:5]([O:8][CH3:9])=[CH:4][C:3]=1[O:10][CH2:11][O:12][CH3:13]. The yield is 0.760. (5) The product is [CH:29]1[C:41]2[CH:40]([CH2:42][O:43][C:44]([NH:46][C:47]([CH3:72])([C:49]([NH:51][C@H:52]([C:56]([N:58]([C@@H:60]([C@@H:68]([CH3:71])[CH2:69][CH3:70])[C@H:61]([O:66][CH3:67])[CH2:62][C:63]([N:25]3[CH2:26][CH2:27][CH2:28][C@H:24]3[C@H:3]([O:2][CH3:1])[C@@H:4]([CH3:23])[C:5]([NH:7][C@@H:8]([CH2:9][C:10]3[CH:11]=[CH:12][CH:13]=[CH:14][CH:15]=3)[C:16]([O:18][C:19]([CH3:22])([CH3:21])[CH3:20])=[O:17])=[O:6])=[O:64])[CH3:59])=[O:57])[CH:53]([CH3:55])[CH3:54])=[O:50])[CH3:48])=[O:45])[C:39]3[C:34](=[CH:35][CH:36]=[CH:37][CH:38]=3)[C:33]=2[CH:32]=[CH:31][CH:30]=1. The catalyst is ClCCl.CN(C=O)C.C(OCC)(=O)C. The reactants are [CH3:1][O:2][C@@H:3]([C@@H:24]1[CH2:28][CH2:27][CH2:26][NH:25]1)[C@@H:4]([CH3:23])[C:5]([NH:7][C@H:8]([C:16]([O:18][C:19]([CH3:22])([CH3:21])[CH3:20])=[O:17])[CH2:9][C:10]1[CH:15]=[CH:14][CH:13]=[CH:12][CH:11]=1)=[O:6].[CH:29]1[C:41]2[CH:40]([CH2:42][O:43][C:44]([NH:46][C:47]([CH3:72])([C:49]([NH:51][C@H:52]([C:56]([N:58]([C@@H:60]([C@@H:68]([CH3:71])[CH2:69][CH3:70])[C@H:61]([O:66][CH3:67])[CH2:62][C:63](O)=[O:64])[CH3:59])=[O:57])[CH:53]([CH3:55])[CH3:54])=[O:50])[CH3:48])=[O:45])[C:39]3[C:34](=[CH:35][CH:36]=[CH:37][CH:38]=3)[C:33]=2[CH:32]=[CH:31][CH:30]=1.CN(C(ON1N=NC2C=CC=NC1=2)=[N+](C)C)C.F[P-](F)(F)(F)(F)F.CCN(C(C)C)C(C)C. The yield is 0.620. (6) The reactants are [CH3:1][C:2]1([CH3:12])[C:10]2[C:5](=[CH:6][CH:7]=[CH:8][CH:9]=2)[C:4](=O)[CH2:3]1.Cl.[NH2:14][OH:15].[OH-].[Na+]. The catalyst is CO.O. The product is [CH3:1][C:2]1([CH3:12])[C:10]2[C:5](=[CH:6][CH:7]=[CH:8][CH:9]=2)[C:4](=[N:14][OH:15])[CH2:3]1. The yield is 0.970.